From a dataset of Forward reaction prediction with 1.9M reactions from USPTO patents (1976-2016). Predict the product of the given reaction. (1) Given the reactants [F:1][C:2]([F:14])([F:13])[C:3]1[CH:11]=[CH:10][CH:9]=[C:8]2[C:4]=1[CH2:5][CH2:6][C:7]2=[O:12].C(N(CC)CC)C.C(O)=O, predict the reaction product. The product is: [F:1][C:2]([F:13])([F:14])[C:3]1[CH:11]=[CH:10][CH:9]=[C:8]2[C:4]=1[CH2:5][CH2:6][C@@H:7]2[OH:12]. (2) Given the reactants C[C:2]1[CH:3]=[C:4]([CH:7]=[CH:8][C:9]=1OC)[CH:5]=[O:6].[CH2:12]([Mg]Br)[CH3:13], predict the reaction product. The product is: [CH3:12][CH2:13][CH:5]([OH:6])[C:4]1[CH:7]=[CH:8][CH:9]=[CH:2][CH:3]=1.